Dataset: Full USPTO retrosynthesis dataset with 1.9M reactions from patents (1976-2016). Task: Predict the reactants needed to synthesize the given product. Given the product [C:2](=[O:3])([O:10][CH:8]([CH3:9])[CH3:7])[O:4][CH2:5][Cl:6], predict the reactants needed to synthesize it. The reactants are: Cl[C:2]([O:4][CH2:5][Cl:6])=[O:3].[CH3:7][CH:8]([OH:10])[CH3:9].N1C=CC=CC=1.